From a dataset of Full USPTO retrosynthesis dataset with 1.9M reactions from patents (1976-2016). Predict the reactants needed to synthesize the given product. (1) Given the product [CH3:1][S@:12]([C:14]1[CH:19]=[CH:18][C:17]([CH3:20])=[CH:16][CH:15]=1)=[O:11], predict the reactants needed to synthesize it. The reactants are: [CH3:1][Mg]I.C[C@@H]1C[C@H]([O:11][S:12]([C:14]2[CH:19]=[CH:18][C:17]([CH3:20])=[CH:16][CH:15]=2)=O)[C@@H](C(C)C)CC1.[NH4+].[Cl-]. (2) Given the product [ClH:1].[F:14][C:15]([F:19])([F:18])[CH:16]1[C:7]2[N:8]=[CH:9][NH:10][C:6]=2[CH2:5][CH2:4][NH:3]1, predict the reactants needed to synthesize it. The reactants are: [ClH:1].Cl.[NH2:3][CH2:4][CH2:5][C:6]1[N:10]=[CH:9][NH:8][CH:7]=1.[OH-].[K+].O.[F:14][C:15]([F:19])([F:18])[CH:16]=O.Cl. (3) Given the product [F:1][C:2]1[CH:22]=[C:6]([OH:7])[C:5]([OH:9])=[CH:4][C:3]=1[C:23]([N:25]1[CH2:30][CH2:29][O:28][CH2:27][CH2:26]1)=[O:24], predict the reactants needed to synthesize it. The reactants are: [F:1][C:2]1[C:3]([C:23]([N:25]2[CH2:30][CH2:29][O:28][CH2:27][CH2:26]2)=[O:24])=[CH:4][C:5]2[O:9]C(C3C=CC=CC=3)(C3C=CC=CC=3)[O:7][C:6]=2[CH:22]=1.C([SiH](CC)CC)C.